Dataset: Full USPTO retrosynthesis dataset with 1.9M reactions from patents (1976-2016). Task: Predict the reactants needed to synthesize the given product. (1) Given the product [N:25]1[CH:26]=[CH:27][CH:28]=[C:23]([CH2:22][NH:21][C:19]([C:16]2[N:8]3[C:7]([CH2:6][NH:5][C:11]4[CH:12]=[CH:13][CH:14]=[CH:15][C:10]=4[CH2:9]3)=[CH:18][CH:17]=2)=[O:20])[CH:24]=1, predict the reactants needed to synthesize it. The reactants are: COC([N:5]1[C:11]2[CH:12]=[CH:13][CH:14]=[CH:15][C:10]=2[CH2:9][N:8]2[C:16]([C:19]([NH:21][CH2:22][C:23]3[CH:24]=[N:25][CH:26]=[CH:27][CH:28]=3)=[O:20])=[CH:17][CH:18]=[C:7]2[CH2:6]1)=O.C(=O)([O-])[O-].[K+].[K+].O.Cl. (2) Given the product [O:1]1[C:5]2[CH:6]=[CH:7][C:8]([C:10]([OH:12])=[O:17])=[CH:9][C:4]=2[CH2:3][CH2:2]1, predict the reactants needed to synthesize it. The reactants are: [O:1]1[C:5]2[CH:6]=[CH:7][C:8]([C:10](=[O:12])C)=[CH:9][C:4]=2[CH2:3][CH2:2]1.Cl[O-].[Na+].S(=O)(O)[O-:17].[Na+].Cl. (3) Given the product [CH2:1]([C@@:4]1([C:20]2[CH:25]=[CH:24][C:23]([F:26])=[CH:22][CH:21]=2)[O:9][C:8](=[O:10])[N:7]([C@H:11]([C:13]2[CH:18]=[CH:17][C:16]([N:31]3[CH2:32][CH2:33][N:28]([CH3:27])[CH2:29][CH2:30]3)=[CH:15][CH:14]=2)[CH3:12])[CH2:6][CH2:5]1)[CH:2]=[CH2:3], predict the reactants needed to synthesize it. The reactants are: [CH2:1]([C@@:4]1([C:20]2[CH:25]=[CH:24][C:23]([F:26])=[CH:22][CH:21]=2)[O:9][C:8](=[O:10])[N:7]([C@H:11]([C:13]2[CH:18]=[CH:17][C:16](Br)=[CH:15][CH:14]=2)[CH3:12])[CH2:6][CH2:5]1)[CH:2]=[CH2:3].[CH3:27][N:28]1[CH2:33][CH2:32][NH:31][CH2:30][CH2:29]1.C(O[Na])(C)(C)C. (4) Given the product [CH3:1][O:2][C:3]([C:5]1([CH2:9][CH2:10][CH2:11][CH2:12][S:15][CH3:14])[CH2:8][CH2:7][CH2:6]1)=[O:4], predict the reactants needed to synthesize it. The reactants are: [CH3:1][O:2][C:3]([C:5]1([CH2:9][CH2:10][CH2:11][CH2:12]Br)[CH2:8][CH2:7][CH2:6]1)=[O:4].[CH3:14][SH:15].[Na]. (5) Given the product [Cl:1][C:2]1[C:3]([C:8]2([O:18][CH3:19])[CH2:9][CH2:10][C:11](=[O:12])[CH2:16][CH2:17]2)=[N:4][CH:5]=[CH:6][CH:7]=1, predict the reactants needed to synthesize it. The reactants are: [Cl:1][C:2]1[C:3]([C:8]2([O:18][CH3:19])[CH2:17][CH2:16][C:11]3(OCC[O:12]3)[CH2:10][CH2:9]2)=[N:4][CH:5]=[CH:6][CH:7]=1.Cl.